From a dataset of Forward reaction prediction with 1.9M reactions from USPTO patents (1976-2016). Predict the product of the given reaction. (1) The product is: [CH3:10][NH:11][CH:6]1[CH2:7][CH2:8][CH:3]([C:1]#[N:2])[CH2:4][CH2:5]1. Given the reactants [C:1]([CH:3]1[CH2:8][CH2:7][C:6](=O)[CH2:5][CH2:4]1)#[N:2].[CH3:10][NH2:11].[BH-](OC(C)=O)(OC(C)=O)OC(C)=O.[Na+], predict the reaction product. (2) Given the reactants [CH3:1][C:2]1[C:3]([CH:17]=[O:18])=[CH:4][N:5]([C:7]2[CH:12]=[CH:11][CH:10]=[C:9]([C:13]([F:16])([F:15])[F:14])[CH:8]=2)[CH:6]=1.[CH:19]1([Mg]Br)[CH2:24][CH2:23][CH2:22][CH2:21][CH2:20]1.O1CCCC1.[Cl-].[NH4+], predict the reaction product. The product is: [CH:19]1([CH:17]([C:3]2[C:2]([CH3:1])=[CH:6][N:5]([C:7]3[CH:12]=[CH:11][CH:10]=[C:9]([C:13]([F:16])([F:14])[F:15])[CH:8]=3)[CH:4]=2)[OH:18])[CH2:24][CH2:23][CH2:22][CH2:21][CH2:20]1. (3) Given the reactants [OH-].[Ba+2].[OH-].[C:4]1([CH3:13])[CH:9]=[CH:8][CH:7]=[CH:6][C:5]=1B(O)O.[Cl:14][C:15]1[CH:20]=[C:19]([O:21][CH3:22])[CH:18]=[CH:17][C:16]=1[C:23]1[N:24]=[C:25]([N:29]([C:33]2[CH:38]=[C:37](Br)[CH:36]=[CH:35][C:34]=2[O:40][CH3:41])[CH2:30][CH2:31][CH3:32])[S:26][C:27]=1[CH3:28], predict the reaction product. The product is: [Cl:14][C:15]1[CH:20]=[C:19]([O:21][CH3:22])[CH:18]=[CH:17][C:16]=1[C:23]1[N:24]=[C:25]([N:29]([C:33]2[CH:38]=[C:37]([C:5]3[CH:6]=[CH:7][CH:8]=[CH:9][C:4]=3[CH3:13])[CH:36]=[CH:35][C:34]=2[O:40][CH3:41])[CH2:30][CH2:31][CH3:32])[S:26][C:27]=1[CH3:28]. (4) Given the reactants [CH3:1][S:2]([C:5]1[CH:10]=[C:9]([O:11][CH3:12])[C:8]([N+:13]([O-])=O)=[CH:7][N:6]=1)(=[O:4])=[O:3].O.Cl, predict the reaction product. The product is: [CH3:1][S:2]([C:5]1[N:6]=[CH:7][C:8]([NH2:13])=[C:9]([O:11][CH3:12])[CH:10]=1)(=[O:4])=[O:3]. (5) Given the reactants [C:1]([NH:4][CH:5]([C:15]1[C:20]([Cl:21])=[CH:19][C:18]([C:22]([F:25])([F:24])[F:23])=[CH:17][N:16]=1)[CH2:6][NH:7]C(=O)OC(C)(C)C)(=[O:3])[CH3:2].[F:26][C:27]([F:32])([F:31])[C:28]([OH:30])=[O:29], predict the reaction product. The product is: [F:26][C:27]([F:32])([F:31])[C:28]([OH:30])=[O:29].[NH2:7][CH2:6][CH:5]([NH:4][C:1](=[O:3])[CH3:2])[C:15]1[C:20]([Cl:21])=[CH:19][C:18]([C:22]([F:23])([F:24])[F:25])=[CH:17][N:16]=1. (6) Given the reactants Cl[C:2]1[N:7]=[C:6]([Cl:8])[N:5]=[C:4]([NH:9][CH2:10][C:11]#[CH:12])[N:3]=1.CN.C1COCC1.[CH3:20][NH:21]C1N=C(NCCC)N=C(NCC#C)N=1, predict the reaction product. The product is: [Cl:8][C:6]1[N:7]=[C:2]([NH:21][CH3:20])[N:3]=[C:4]([NH:9][CH2:10][C:11]#[CH:12])[N:5]=1. (7) Given the reactants [CH2:1]([NH:8][C:9]1[C:18]([F:19])=[C:17](F)[C:12]([C:13]([O:15][CH3:16])=[O:14])=[C:11](F)[C:10]=1[F:22])[C:2]1[CH:7]=[CH:6][CH:5]=[CH:4][CH:3]=1.[CH3:23][O-:24].[Na+].[CH3:26][OH:27], predict the reaction product. The product is: [CH2:1]([NH:8][C:9]1[C:18]([F:19])=[C:17]([O:24][CH3:23])[C:12]([C:13]([O:15][CH3:16])=[O:14])=[C:11]([O:27][CH3:26])[C:10]=1[F:22])[C:2]1[CH:7]=[CH:6][CH:5]=[CH:4][CH:3]=1. (8) Given the reactants C([N:4]1[C:13]([C:14]#[N:15])=[C:12](C2C=CC=C(F)C=2)[C:11]2[C:6](=[CH:7][CH:8]=[C:9]([O:23]C)[CH:10]=2)[C:5]1=[O:25])C=C.[C-]#N.[Na+], predict the reaction product. The product is: [OH:23][C:9]1[CH:10]=[C:11]2[C:6](=[CH:7][CH:8]=1)[C:5](=[O:25])[NH:4][C:13]([C:14]#[N:15])=[CH:12]2. (9) Given the reactants CCN(S(F)(F)[F:7])CC.[N:10]12[CH2:17][CH2:16][CH:13]([CH2:14][CH2:15]1)[C@@H:12]([O:18][C:19](=[O:34])[C:20](O)([C:27]1[CH:32]=[CH:31][CH:30]=[CH:29][CH:28]=1)[C:21]1[CH:26]=[CH:25][CH:24]=[CH:23][CH:22]=1)[CH2:11]2.O.C(=O)([O-])O.[Na+], predict the reaction product. The product is: [N:10]12[CH2:17][CH2:16][CH:13]([CH2:14][CH2:15]1)[C@@H:12]([O:18][C:19](=[O:34])[C:20]([F:7])([C:27]1[CH:32]=[CH:31][CH:30]=[CH:29][CH:28]=1)[C:21]1[CH:26]=[CH:25][CH:24]=[CH:23][CH:22]=1)[CH2:11]2. (10) Given the reactants [Cl:1][C:2]1[CH:31]=[CH:30][C:5]2[N:6]([CH2:21][C:22]3[CH:27]=[CH:26][C:25]([O:28][CH3:29])=[CH:24][CH:23]=3)[C:7](=[O:20])[CH:8]([CH2:12][C:13]3[CH:18]=[CH:17][CH:16]=[CH:15][C:14]=3[Cl:19])[NH:9][C:10](=O)[C:4]=2[CH:3]=1.CN(C)C1C=CC=CC=1.P(Cl)(Cl)([Cl:43])=O, predict the reaction product. The product is: [Cl:43][C:10]1[C:4]2[CH:3]=[C:2]([Cl:1])[CH:31]=[CH:30][C:5]=2[N:6]([CH2:21][C:22]2[CH:23]=[CH:24][C:25]([O:28][CH3:29])=[CH:26][CH:27]=2)[C:7](=[O:20])[CH:8]([CH2:12][C:13]2[CH:18]=[CH:17][CH:16]=[CH:15][C:14]=2[Cl:19])[N:9]=1.